Dataset: Reaction yield outcomes from USPTO patents with 853,638 reactions. Task: Predict the reaction yield, written as a fraction of the theoretical maximum amount of product (1.0 means a 100% yield; for example, 0.34 means a 34% yield). (1) The reactants are [CH3:1][N:2]([CH3:52])[CH2:3][C:4]([NH:6][C:7]1[CH:12]=[CH:11][CH:10]=[C:9]([C:13]2[C:21]3[C:16](=[CH:17][CH:18]=[C:19]([C:22]4[N:26]=[CH:25][N:24](C(C5C=CC=CC=5)(C5C=CC=CC=5)C5C=CC=CC=5)[N:23]=4)[CH:20]=3)[N:15](C3CCCCO3)[N:14]=2)[CH:8]=1)=[O:5]. The catalyst is Cl.O1CCOCC1. The product is [NH:24]1[CH:25]=[N:26][C:22]([C:19]2[CH:20]=[C:21]3[C:16](=[CH:17][CH:18]=2)[NH:15][N:14]=[C:13]3[C:9]2[CH:8]=[C:7]([NH:6][C:4](=[O:5])[CH2:3][N:2]([CH3:1])[CH3:52])[CH:12]=[CH:11][CH:10]=2)=[N:23]1. The yield is 0.130. (2) The reactants are [CH3:1][C:2]([SH:5])([CH3:4])[CH3:3].[CH2:6]([O:8][C:9]([C:11]1[N:12]([C:31]2[CH:36]=[CH:35][C:34]([O:37][CH:38]([CH3:40])[CH3:39])=[CH:33][CH:32]=2)[C:13]2[C:18]([C:19]=1I)=[CH:17][C:16]([C:21]1[CH:26]=[CH:25][C:24]([C:27]([F:30])([F:29])[F:28])=[CH:23][N:22]=1)=[CH:15][CH:14]=2)=[O:10])[CH3:7].CC(C)([O-])C.[K+]. The catalyst is C1(C)C=CC=CC=1.CCOC(C)=O.C1C=CC(/C=C/C(/C=C/C2C=CC=CC=2)=O)=CC=1.C1C=CC(/C=C/C(/C=C/C2C=CC=CC=2)=O)=CC=1.C1C=CC(/C=C/C(/C=C/C2C=CC=CC=2)=O)=CC=1.[Pd].[Pd].C1C=CC(P(C2C(OC3C(P(C4C=CC=CC=4)C4C=CC=CC=4)=CC=CC=3)=CC=CC=2)C2C=CC=CC=2)=CC=1. The product is [CH2:6]([O:8][C:9]([C:11]1[N:12]([C:31]2[CH:32]=[CH:33][C:34]([O:37][CH:38]([CH3:39])[CH3:40])=[CH:35][CH:36]=2)[C:13]2[C:18]([C:19]=1[S:5][C:2]([CH3:4])([CH3:3])[CH3:1])=[CH:17][C:16]([C:21]1[CH:26]=[CH:25][C:24]([C:27]([F:29])([F:30])[F:28])=[CH:23][N:22]=1)=[CH:15][CH:14]=2)=[O:10])[CH3:7]. The yield is 0.900. (3) The reactants are [NH2:1][C:2]1[C:3]([NH:13][C@@H:14]2[CH2:18][C@H:17]([O:19][CH2:20][CH2:21][OH:22])[C@@H:16]([OH:23])[C@H:15]2[OH:24])=[N:4][C:5]([S:9][CH2:10][CH2:11][CH3:12])=[N:6][C:7]=1[Cl:8].[N:25]([O-])=O.[Na+]. The catalyst is C(O)(=O)C.C(OCC)(=O)C. The product is [Cl:8][C:7]1[C:2]2[N:1]=[N:25][N:13]([C@@H:14]3[CH2:18][C@H:17]([O:19][CH2:20][CH2:21][OH:22])[C@@H:16]([OH:23])[C@H:15]3[OH:24])[C:3]=2[N:4]=[C:5]([S:9][CH2:10][CH2:11][CH3:12])[N:6]=1. The yield is 0.860. (4) The reactants are C1C=CC(P(C2C=CC3C(=CC=CC=3)C=2C2C3C(=CC=CC=3)C=CC=2P([C:41]2[CH:46]=CC=CC=2)C2C=CC=CC=2)C2C=CC=CC=2)=CC=1.[NH2:47][C:48]1[CH:63]=[CH:62][C:51]([C:52]([NH:54][CH:55]2[CH2:60][CH2:59]CCN2C)=[O:53])=[CH:50][C:49]=1[O:64][C:65]([F:68])([F:67])[F:66].I[C:70]1[N:79]=[CH:78][C:77]2[CH2:76][CH2:75][C:74]3[C:80]([C:84]([O:86][CH2:87][CH3:88])=[O:85])=[N:81][N:82]([CH3:83])[C:73]=3[C:72]=2[N:71]=1.C(=O)([O-])[O-].[K+].[K+].[CH3:95][N:96](C)C=O. The catalyst is C([O-])(=O)C.[Pd+2].C([O-])(=O)C. The product is [CH3:83][N:82]1[C:73]2[C:72]3[N:71]=[C:70]([NH:47][C:48]4[CH:63]=[CH:62][C:51]([C:52](=[O:53])[NH:54][CH:55]5[CH2:60][CH2:59][N:96]([CH3:95])[CH2:46][CH2:41]5)=[CH:50][C:49]=4[O:64][C:65]([F:66])([F:67])[F:68])[N:79]=[CH:78][C:77]=3[CH2:76][CH2:75][C:74]=2[C:80]([C:84]([O:86][CH2:87][CH3:88])=[O:85])=[N:81]1. The yield is 0.450.